Predict the reactants needed to synthesize the given product. From a dataset of Full USPTO retrosynthesis dataset with 1.9M reactions from patents (1976-2016). (1) Given the product [CH:1]([C@@H:4]1[CH2:9][CH2:8][C@@H:7]([CH3:10])[CH2:6][C@H:5]1[CH:11]([OH:12])[CH2:13][CH2:14][CH3:15])([CH3:3])[CH3:2], predict the reactants needed to synthesize it. The reactants are: [CH:1]([C@@H:4]1[CH2:9][CH2:8][C@@H:7]([CH3:10])[CH2:6][C@H:5]1[CH:11]=[O:12])([CH3:3])[CH3:2].[CH2:13]([Mg]Br)[CH2:14][CH3:15]. (2) Given the product [OH:2][CH:3]([C:17]1[C:26]2[C:21](=[CH:22][CH:23]=[CH:24][CH:25]=2)[CH:20]=[CH:19][CH:18]=1)[CH:4]([NH:16][C:37]([C:27]1[C:36]2[C:31](=[CH:32][CH:33]=[CH:34][CH:35]=2)[CH:30]=[CH:29][CH:28]=1)=[O:38])[CH2:5][C:6]1[CH:11]=[CH:10][C:9]([C:12]([F:13])([F:14])[F:15])=[CH:8][CH:7]=1, predict the reactants needed to synthesize it. The reactants are: Cl.[OH:2][CH:3]([C:17]1[C:26]2[C:21](=[CH:22][CH:23]=[CH:24][CH:25]=2)[CH:20]=[CH:19][CH:18]=1)[CH:4]([NH2:16])[CH2:5][C:6]1[CH:11]=[CH:10][C:9]([C:12]([F:15])([F:14])[F:13])=[CH:8][CH:7]=1.[C:27]1([C:37](Cl)=[O:38])[C:36]2[C:31](=[CH:32][CH:33]=[CH:34][CH:35]=2)[CH:30]=[CH:29][CH:28]=1.C(=O)([O-])O.[Na+]. (3) Given the product [F:1][C:2]1[CH:7]=[CH:6][C:5]([C:8]2[CH:12]=[C:11]3[O:13][CH:14]=[C:15]([CH3:17])[N:10]3[N:9]=2)=[CH:4][CH:3]=1, predict the reactants needed to synthesize it. The reactants are: [F:1][C:2]1[CH:7]=[CH:6][C:5]([C:8]2[CH:12]=[C:11]([O:13][CH2:14][C:15]([CH3:17])=O)[NH:10][N:9]=2)=[CH:4][CH:3]=1.C(O)(=O)C.CC1C=CC(S(O)(=O)=O)=CC=1.